From a dataset of Reaction yield outcomes from USPTO patents with 853,638 reactions. Predict the reaction yield, written as a fraction of the theoretical maximum amount of product (1.0 means a 100% yield; for example, 0.34 means a 34% yield). The reactants are [CH3:1][O:2][C:3](=[O:7])[C@@H:4]([CH3:6])[NH2:5].[CH2:8]1[CH2:14][S:11](=[O:13])(=[O:12])[O:10][CH2:9]1. The catalyst is C(#N)C. The product is [CH3:1][O:2][C:3](=[O:7])[C@H:4]([NH:5][CH2:9][CH2:8][CH2:14][S:11]([OH:13])(=[O:12])=[O:10])[CH3:6]. The yield is 0.420.